Dataset: Catalyst prediction with 721,799 reactions and 888 catalyst types from USPTO. Task: Predict which catalyst facilitates the given reaction. (1) Reactant: [F:1][C:2]1[CH:10]=[C:9]2[C:5]([C:6]([C:18]3[CH:19]=[N:20][C:21]([S:24](=[O:27])(=[O:26])[NH2:25])=[CH:22][CH:23]=3)=[CH:7][N:8]2C(OC(C)(C)C)=O)=[CH:4][CH:3]=1.[ClH:28].CCOC(C)=O. Product: [ClH:28].[F:1][C:2]1[CH:10]=[C:9]2[C:5]([C:6]([C:18]3[CH:23]=[CH:22][C:21]([S:24]([NH2:25])(=[O:27])=[O:26])=[N:20][CH:19]=3)=[CH:7][NH:8]2)=[CH:4][CH:3]=1. The catalyst class is: 25. (2) Reactant: C([O:3][C:4](=[O:32])[C:5]1[CH:10]=[C:9]([N:11]2[C:15]([CH3:16])=[CH:14][CH:13]=[C:12]2[C:17]2[CH:22]=[CH:21][CH:20]=[CH:19][C:18]=2[O:23][CH2:24][C:25]2[CH:30]=[CH:29][C:28]([F:31])=[CH:27][CH:26]=2)[CH:8]=[N:7][CH:6]=1)C.C(O)C. Product: [F:31][C:28]1[CH:27]=[CH:26][C:25]([CH2:24][O:23][C:18]2[CH:19]=[CH:20][CH:21]=[CH:22][C:17]=2[C:12]2[N:11]([C:9]3[CH:8]=[N:7][CH:6]=[C:5]([CH:10]=3)[C:4]([OH:32])=[O:3])[C:15]([CH3:16])=[CH:14][CH:13]=2)=[CH:30][CH:29]=1. The catalyst class is: 13. (3) Reactant: [Cl:1][C:2]1[CH:11]=[CH:10][CH:9]=[C:8]2[C:3]=1[C:4](=[O:22])[N:5]([C:14]1[CH:19]=[CH:18][CH:17]=[CH:16][C:15]=1[O:20][CH3:21])[C:6]([CH2:12]Cl)=[N:7]2.[N:23]1[C:31]([NH2:32])=[C:30]2[C:26]([N:27]=[CH:28][NH:29]2)=[N:25][CH:24]=1.C([O-])([O-])=O.[K+].[K+]. Product: [NH2:32][C:31]1[N:23]=[CH:24][N:25]=[C:26]2[C:30]=1[N:29]=[CH:28][N:27]2[CH2:12][C:6]1[N:5]([C:14]2[CH:19]=[CH:18][CH:17]=[CH:16][C:15]=2[O:20][CH3:21])[C:4](=[O:22])[C:3]2[C:8](=[CH:9][CH:10]=[CH:11][C:2]=2[Cl:1])[N:7]=1. The catalyst class is: 3. (4) Reactant: [CH3:1][O:2][C:3]1[CH:4]=[C:5]([C:9]2([C:16]([NH:18][S:19](=[O:34])(=[O:33])[O:20][C:21]3[C:26]([CH:27]([CH3:29])[CH3:28])=[CH:25][CH:24]=[CH:23][C:22]=3[CH:30]([CH3:32])[CH3:31])=[O:17])[CH2:14][CH2:13][C:12](=[O:15])[CH2:11][CH2:10]2)[CH:6]=[CH:7][CH:8]=1.[BH4-].[Na+]. Product: [OH:15][CH:12]1[CH2:11][CH2:10][C:9]([C:16]([NH:18][S:19](=[O:34])(=[O:33])[O:20][C:21]2[C:26]([CH:27]([CH3:29])[CH3:28])=[CH:25][CH:24]=[CH:23][C:22]=2[CH:30]([CH3:32])[CH3:31])=[O:17])([C:5]2[CH:6]=[CH:7][CH:8]=[C:3]([O:2][CH3:1])[CH:4]=2)[CH2:14][CH2:13]1. The catalyst class is: 7. (5) Reactant: [Si:1]([O:18][CH2:19][C@@H:20]([NH:26][CH2:27][CH2:28][CH:29]([CH3:31])[CH3:30])[CH2:21][CH2:22][CH2:23][CH2:24][OH:25])([C:14]([CH3:17])([CH3:16])[CH3:15])([C:8]1[CH:13]=[CH:12][CH:11]=[CH:10][CH:9]=1)[C:2]1[CH:7]=[CH:6][CH:5]=[CH:4][CH:3]=1.C([O-])(O)=O.[Na+].Cl[C:38]([O:40][CH2:41][C:42]1[CH:47]=[CH:46][CH:45]=[CH:44][CH:43]=1)=[O:39]. Product: [CH2:41]([O:40][C:38](=[O:39])[N:26]([C@@H:20]([CH2:21][CH2:22][CH2:23][CH2:24][OH:25])[CH2:19][O:18][Si:1]([C:14]([CH3:17])([CH3:16])[CH3:15])([C:8]1[CH:13]=[CH:12][CH:11]=[CH:10][CH:9]=1)[C:2]1[CH:3]=[CH:4][CH:5]=[CH:6][CH:7]=1)[CH2:27][CH2:28][CH:29]([CH3:31])[CH3:30])[C:42]1[CH:47]=[CH:46][CH:45]=[CH:44][CH:43]=1. The catalyst class is: 22. (6) Reactant: [O:1]=[C:2]1[CH2:7][CH2:6][N:5]([C:8]([O:10][C:11]([CH3:14])([CH3:13])[CH3:12])=[O:9])[CH2:4][CH2:3]1.[Br:15]C1(Br)C(=O)NC(=O)NC1=O. Product: [Br:15][CH:7]1[C:2](=[O:1])[CH2:3][CH2:4][N:5]([C:8]([O:10][C:11]([CH3:14])([CH3:13])[CH3:12])=[O:9])[CH2:6]1. The catalyst class is: 27. (7) Reactant: [Br:1][C:2]1[CH:3]=[C:4]([CH2:11][C:12]([O:14][CH3:15])=[O:13])[CH:5]=[C:6]([CH:9]=[O:10])[C:7]=1[OH:8].C(N(CC)C(C)C)(C)C.[CH3:25][O:26][CH2:27][CH2:28][O:29][CH2:30]Cl. Product: [Br:1][C:2]1[CH:3]=[C:4]([CH2:11][C:12]([O:14][CH3:15])=[O:13])[CH:5]=[C:6]([CH:9]=[O:10])[C:7]=1[O:8][CH2:25][O:26][CH2:27][CH2:28][O:29][CH3:30]. The catalyst class is: 646.